Dataset: Forward reaction prediction with 1.9M reactions from USPTO patents (1976-2016). Task: Predict the product of the given reaction. (1) Given the reactants Cl[C:2]1[N:7]=[CH:6][C:5]([O:8][CH:9]2[CH2:14][CH2:13][N:12]([C:15]([O:17][C:18]([CH3:21])([CH3:20])[CH3:19])=[O:16])[CH2:11][CH2:10]2)=[CH:4][CH:3]=1.[CH:22]1([NH:25][C:26]([C:28]2[CH:29]=[C:30]3[C:34](=[CH:35][CH:36]=2)[NH:33][CH:32]=[CH:31]3)=[O:27])[CH2:24][CH2:23]1, predict the reaction product. The product is: [C:18]([O:17][C:15]([N:12]1[CH2:13][CH2:14][CH:9]([O:8][C:5]2[CH:6]=[N:7][C:2]([N:33]3[C:34]4[C:30](=[CH:29][C:28]([C:26](=[O:27])[NH:25][CH:22]5[CH2:24][CH2:23]5)=[CH:36][CH:35]=4)[CH:31]=[CH:32]3)=[CH:3][CH:4]=2)[CH2:10][CH2:11]1)=[O:16])([CH3:21])([CH3:20])[CH3:19]. (2) Given the reactants [OH:1][CH2:2][C@H:3]1[O:7][C:6](=[O:8])[CH2:5][CH2:4]1.[C:9]1([CH3:19])[CH:14]=[CH:13][C:12]([S:15](Cl)(=[O:17])=[O:16])=[CH:11][CH:10]=1, predict the reaction product. The product is: [CH3:19][C:9]1[CH:14]=[CH:13][C:12]([S:15]([O:1][CH2:2][C@@H:3]2[CH2:4][CH2:5][C:6](=[O:8])[O:7]2)(=[O:17])=[O:16])=[CH:11][CH:10]=1. (3) Given the reactants [F:1][CH:2]([F:34])[C:3]1[C:4]([C:28]2[CH:29]=[N:30][N:31]([CH3:33])[CH:32]=2)=[CH:5][C:6]([F:27])=[C:7]([NH:9][C:10]2[C:14]3[CH2:15][NH:16][CH2:17][CH2:18][C:13]=3[N:12]([CH:19]3[CH2:24][CH2:23][S:22](=[O:26])(=[O:25])[CH2:21][CH2:20]3)[N:11]=2)[CH:8]=1.C(N(CC)CC)C.[CH3:42][NH:43][C:44](N1C=CN=C1)=[O:45].O, predict the reaction product. The product is: [F:34][CH:2]([F:1])[C:3]1[C:4]([C:28]2[CH:29]=[N:30][N:31]([CH3:33])[CH:32]=2)=[CH:5][C:6]([F:27])=[C:7]([CH:8]=1)[NH:9][C:10]1[C:14]2[CH2:15][N:16]([C:44]([NH:43][CH3:42])=[O:45])[CH2:17][CH2:18][C:13]=2[N:12]([CH:19]2[CH2:24][CH2:23][S:22](=[O:26])(=[O:25])[CH2:21][CH2:20]2)[N:11]=1. (4) The product is: [F:1][C:2]1[CH:12]=[C:11]([NH:13][C:14]([C:16]2[CH:25]=[CH:24][C:23]3[C:22]([CH3:27])([CH3:26])[CH2:21][CH:20]=[C:19]([C:28]4[CH:33]=[CH:32][C:31]([CH3:34])=[CH:30][CH:29]=4)[C:18]=3[CH:17]=2)=[S:44])[CH:10]=[CH:9][C:3]=1[C:4]([O:6][CH2:7][CH3:8])=[O:5]. Given the reactants [F:1][C:2]1[CH:12]=[C:11]([NH:13][C:14]([C:16]2[CH:25]=[CH:24][C:23]3[C:22]([CH3:27])([CH3:26])[CH2:21][CH:20]=[C:19]([C:28]4[CH:33]=[CH:32][C:31]([CH3:34])=[CH:30][CH:29]=4)[C:18]=3[CH:17]=2)=O)[CH:10]=[CH:9][C:3]=1[C:4]([O:6][CH2:7][CH3:8])=[O:5].COC1C=CC(P2(=S)SP(=S)(C3C=CC(OC)=CC=3)[S:44]2)=CC=1, predict the reaction product. (5) Given the reactants [C:1]1([CH:7]2[N:12]([C:13]3[O:14][C:15]4[C:16](=[C:18]([C:22]([OH:24])=O)[CH:19]=[CH:20][CH:21]=4)[N:17]=3)[CH2:11][CH2:10][O:9][CH2:8]2)[CH:6]=[CH:5][CH:4]=[CH:3][CH:2]=1.Cl.Cl.[NH2:27][C@H:28]1[CH:33]2[CH2:34][CH2:35][N:30]([CH2:31][CH2:32]2)[CH2:29]1, predict the reaction product. The product is: [N:30]12[CH2:29][CH:28]([NH:27][C:22]([C:18]3[CH:19]=[CH:20][CH:21]=[C:15]4[O:14][C:13]([N:12]5[CH2:11][CH2:10][O:9][CH2:8][C@@H:7]5[C:1]5[CH:2]=[CH:3][CH:4]=[CH:5][CH:6]=5)=[N:17][C:16]=34)=[O:24])[CH:33]([CH2:34][CH2:35]1)[CH2:32][CH2:31]2. (6) Given the reactants C(OC(=O)[NH:7][CH:8]([C:10](=[O:27])[NH:11][C:12]1[CH:17]=[CH:16][C:15]([Br:18])=[CH:14][C:13]=1[C:19]([C:21]1[CH:26]=[CH:25][CH:24]=[CH:23][N:22]=1)=O)[CH3:9])(C)(C)C.Cl, predict the reaction product. The product is: [Br:18][C:15]1[CH:16]=[CH:17][C:12]2[NH:11][C:10](=[O:27])[CH:8]([CH3:9])[N:7]=[C:19]([C:21]3[CH:26]=[CH:25][CH:24]=[CH:23][N:22]=3)[C:13]=2[CH:14]=1.